From a dataset of CYP3A4 inhibition data for predicting drug metabolism from PubChem BioAssay. Regression/Classification. Given a drug SMILES string, predict its absorption, distribution, metabolism, or excretion properties. Task type varies by dataset: regression for continuous measurements (e.g., permeability, clearance, half-life) or binary classification for categorical outcomes (e.g., BBB penetration, CYP inhibition). Dataset: cyp3a4_veith. (1) The result is 1 (inhibitor). The drug is COc1cccc(C(CC(=O)Nc2cccc3ccccc23)NC(=O)c2ccccc2)c1. (2) The drug is COC(=O)c1c(-c2ccccc2)csc1NC(=O)CSc1ncnc2sc(C)c(C)c12. The result is 1 (inhibitor). (3) The molecule is O=C(Nc1ccc(Cl)cc1)OCc1cn(-c2ccc(Cl)cc2)nn1. The result is 0 (non-inhibitor). (4) The result is 1 (inhibitor). The drug is CN(C)c1ncc2nc(CCc3ccccc3)c(=O)n(-c3ccccc3)c2n1. (5) The drug is CCCOc1ccc2[nH]cc(C3=CCNCC3)c2n1. The result is 1 (inhibitor). (6) The molecule is O=C(O)c1cc(C(=O)C(=O)c2cc(C(=O)O)c(O)c3ccccc23)c2ccccc2c1O. The result is 0 (non-inhibitor).